This data is from Peptide-MHC class I binding affinity with 185,985 pairs from IEDB/IMGT. The task is: Regression. Given a peptide amino acid sequence and an MHC pseudo amino acid sequence, predict their binding affinity value. This is MHC class I binding data. (1) The peptide sequence is FATTPVCEY. The MHC is HLA-A02:16 with pseudo-sequence HLA-A02:16. The binding affinity (normalized) is 0.0847. (2) The peptide sequence is YLPEVISTIA. The MHC is HLA-A02:06 with pseudo-sequence HLA-A02:06. The binding affinity (normalized) is 0.734. (3) The peptide sequence is LSISIDLNSI. The MHC is H-2-Db with pseudo-sequence H-2-Db. The binding affinity (normalized) is 0.103. (4) The peptide sequence is QTVKPGNFNK. The MHC is HLA-A11:01 with pseudo-sequence HLA-A11:01. The binding affinity (normalized) is 0.490. (5) The peptide sequence is VTDSQYALGI. The MHC is HLA-B40:02 with pseudo-sequence HLA-B40:02. The binding affinity (normalized) is 0.